Task: Predict the reactants needed to synthesize the given product.. Dataset: Full USPTO retrosynthesis dataset with 1.9M reactions from patents (1976-2016) (1) Given the product [F:28][C:29]1[CH:30]=[C:31]([C:2]2[C:3]([NH:8][C@H:9]([C:11]3[N:16]([C:17]4[CH:22]=[CH:21][CH:20]=[CH:19][CH:18]=4)[C:15](=[O:23])[C:14]4=[C:24]([CH3:27])[CH:25]=[CH:26][N:13]4[N:12]=3)[CH3:10])=[N:4][CH:5]=[N:6][CH:7]=2)[CH:32]=[C:33]([OH:35])[CH:34]=1, predict the reactants needed to synthesize it. The reactants are: I[C:2]1[C:3]([NH:8][C@H:9]([C:11]2[N:16]([C:17]3[CH:22]=[CH:21][CH:20]=[CH:19][CH:18]=3)[C:15](=[O:23])[C:14]3=[C:24]([CH3:27])[CH:25]=[CH:26][N:13]3[N:12]=2)[CH3:10])=[N:4][CH:5]=[N:6][CH:7]=1.[F:28][C:29]1[CH:30]=[C:31](B(O)O)[CH:32]=[C:33]([OH:35])[CH:34]=1.C(=O)([O-])[O-].[Na+].[Na+]. (2) Given the product [C:21]([O:24][CH:25]([CH2:26][CH3:27])[C:29](=[O:6])[CH2:30][CH2:31][CH3:45])(=[O:23])[CH3:22], predict the reactants needed to synthesize it. The reactants are: C([Si](C)(C)[O:6][C@H](C(C)(C)C(=O)CC)CC(O)=O)(C)(C)C.[C:21]([O:24][CH:25]([CH2:29][CH:30]=[C:31]([CH3:45])CCCC(C)COC1CCCCO1)[C:26](=O)[CH3:27])(=[O:23])[CH3:22]. (3) Given the product [O:3]1[C:8]2=[CH:9][CH:10]=[CH:11][C:7]2=[CH:6][C:5]([CH:12]2[CH2:17][CH2:16][CH2:15][CH2:14][N:13]2[CH2:18][CH2:19][C@H:20]2[CH2:21][CH2:22][C@H:23]([NH:26][C:30](=[O:31])[CH2:29][C:27]#[N:28])[CH2:24][CH2:25]2)=[CH:4]1, predict the reactants needed to synthesize it. The reactants are: Cl.Cl.[O:3]1[C:8]2=[CH:9][CH:10]=[CH:11][C:7]2=[CH:6][C:5]([CH:12]2[CH2:17][CH2:16][CH2:15][CH2:14][N:13]2[CH2:18][CH2:19][C@H:20]2[CH2:25][CH2:24][C@H:23]([NH2:26])[CH2:22][CH2:21]2)=[CH:4]1.[C:27]([CH2:29][C:30](O)=[O:31])#[N:28]. (4) Given the product [Cl:10][C:11]1[CH:16]=[C:15]([C:17]([F:19])([F:18])[F:20])[CH:14]=[CH:13][C:12]=1[S:21]([NH:1][C:2]1[CH:7]=[CH:6][C:5]([OH:8])=[C:4]([Cl:9])[CH:3]=1)(=[O:23])=[O:22], predict the reactants needed to synthesize it. The reactants are: [NH2:1][C:2]1[CH:7]=[CH:6][C:5]([OH:8])=[C:4]([Cl:9])[CH:3]=1.[Cl:10][C:11]1[CH:16]=[C:15]([C:17]([F:20])([F:19])[F:18])[CH:14]=[CH:13][C:12]=1[S:21](Cl)(=[O:23])=[O:22]. (5) Given the product [F:1][C:2]1[CH:3]=[C:4]([C:5]2[O:6][CH:24]=[N:25][CH:26]=2)[CH:7]=[C:8]([N+:10]([O-:12])=[O:11])[CH:9]=1, predict the reactants needed to synthesize it. The reactants are: [F:1][C:2]1[CH:3]=[C:4]([CH:7]=[C:8]([N+:10]([O-:12])=[O:11])[CH:9]=1)[CH:5]=[O:6].S(C[C:24]#[N:25])(C1C=CC(C)=CC=1)(=O)=O.[CH3:26]O. (6) Given the product [Cl:18][C:15]1[CH:14]=[N:13][C:12]([C:5]2[CH:6]=[CH:7][C:2]([OH:1])=[CH:3][CH:4]=2)=[N:17][CH:16]=1, predict the reactants needed to synthesize it. The reactants are: [OH:1][C:2]1[CH:7]=[CH:6][C:5](B(O)O)=[CH:4][CH:3]=1.Cl[C:12]1[N:17]=[CH:16][C:15]([Cl:18])=[CH:14][N:13]=1. (7) The reactants are: [CH:1]1([C@H:5]([NH:7][C:8]2[N:16]=[C:15]([C:17]#[N:18])[N:14]=[C:13]3[C:9]=2[N:10]([CH2:28][C@H:29]2[CH2:34][CH2:33][C@H:32]([CH3:35])[CH2:31][CH2:30]2)[C:11]([C:19]2[CH:24]=[C:23]([CH:25]([CH3:27])[CH3:26])[CH:22]=[CH:21][N:20]=2)=[N:12]3)[CH3:6])[CH2:4][CH2:3][CH2:2]1.[N-:36]=[N+:37]=[N-:38].[Na+].[Cl-].[NH4+]. Given the product [CH:1]1([C@H:5]([NH:7][C:8]2[N:16]=[C:15]([C:17]3[NH:38][N:37]=[N:36][N:18]=3)[N:14]=[C:13]3[C:9]=2[N:10]([CH2:28][C@H:29]2[CH2:30][CH2:31][C@H:32]([CH3:35])[CH2:33][CH2:34]2)[C:11]([C:19]2[CH:24]=[C:23]([CH:25]([CH3:27])[CH3:26])[CH:22]=[CH:21][N:20]=2)=[N:12]3)[CH3:6])[CH2:2][CH2:3][CH2:4]1, predict the reactants needed to synthesize it.